This data is from Reaction yield outcomes from USPTO patents with 853,638 reactions. The task is: Predict the reaction yield, written as a fraction of the theoretical maximum amount of product (1.0 means a 100% yield; for example, 0.34 means a 34% yield). The reactants are C([N:4]1[CH2:9][CH2:8][CH:7]([CH2:10][CH2:11][C:12]([C:14]2[CH:15]=[C:16]3[C:21]4=[C:22]([CH2:24][CH2:25][N:20]4[C:19](=[O:26])[CH2:18][CH2:17]3)[CH:23]=2)=[O:13])[CH2:6][CH2:5]1)(=O)C.Cl. The catalyst is C1(C)C=CC=CC=1. The product is [NH:4]1[CH2:5][CH2:6][CH:7]([CH2:10][CH2:11][C:12]([C:14]2[CH:15]=[C:16]3[C:21]4=[C:22]([CH2:24][CH2:25][N:20]4[C:19](=[O:26])[CH2:18][CH2:17]3)[CH:23]=2)=[O:13])[CH2:8][CH2:9]1. The yield is 0.510.